From a dataset of Reaction yield outcomes from USPTO patents with 853,638 reactions. Predict the reaction yield, written as a fraction of the theoretical maximum amount of product (1.0 means a 100% yield; for example, 0.34 means a 34% yield). (1) The reactants are [NH2:1][C:2]1[N:10]=[C:9]2[C:5]([N:6]=[CH:7][N:8]2[C@@H:11]2[O:15][C@H:14]([CH2:16][OH:17])[C@@H:13]([OH:18])[C@:12]2([F:20])[CH3:19])=[C:4]([O:21][CH2:22][CH3:23])[N:3]=1.C([Mg]Cl)(C)(C)C.C(=O)=O.[Cl:33][C:34]1[CH:62]=[CH:61][C:37]([O:38][P:39]([NH:53][C@@H:54]([CH3:60])[C:55]([O:57][CH2:58][CH3:59])=[O:56])(OC2C(F)=C(F)C(F)=C(F)C=2F)=[O:40])=[CH:36][CH:35]=1. The catalyst is C1COCC1. The product is [NH2:1][C:2]1[N:10]=[C:9]2[C:5]([N:6]=[CH:7][N:8]2[C@@H:11]2[O:15][C@H:14]([CH2:16][O:17][P:39]([NH:53][C@@H:54]([CH3:60])[C:55]([O:57][CH2:58][CH3:59])=[O:56])([O:38][C:37]3[CH:36]=[CH:35][C:34]([Cl:33])=[CH:62][CH:61]=3)=[O:40])[C@@H:13]([OH:18])[C@:12]2([F:20])[CH3:19])=[C:4]([O:21][CH2:22][CH3:23])[N:3]=1. The yield is 0.830. (2) The reactants are C([Si](C)(C)[O:6][C:7]1[CH:12]=[CH:11][C:10]([O:13][CH2:14][CH:15]2[CH2:17][O:16]2)=[CH:9][CH:8]=1)(C)(C)C.[CH3:20][C:21]1[C:29]2[C:28]([N:30]3[CH2:35][CH2:34][CH:33]([NH2:36])[CH2:32][CH2:31]3)=[N:27][CH:26]=[N:25][C:24]=2[S:23][CH:22]=1. No catalyst specified. The product is [OH:16][CH:15]([CH2:17][NH:36][CH:33]1[CH2:32][CH2:31][N:30]([C:28]2[C:29]3[C:21]([CH3:20])=[CH:22][S:23][C:24]=3[N:25]=[CH:26][N:27]=2)[CH2:35][CH2:34]1)[CH2:14][O:13][C:10]1[CH:9]=[CH:8][C:7]([OH:6])=[CH:12][CH:11]=1. The yield is 0.110. (3) The reactants are [H-].C([Al+]CC(C)C)C(C)C.C(O[C:14](=O)[CH:15]([CH2:21][C:22]1[CH:27]=[CH:26][CH:25]=[CH:24][CH:23]=1)[C:16]([O:18][CH2:19][CH3:20])=[O:17])C.[F:29][C:30]1[CH:37]=[CH:36][C:33]([CH2:34][NH2:35])=[CH:32][CH:31]=1.C([BH3-])#N.[Na+]. The catalyst is C1(C)C=CC=CC=1.ClCCl.C(O)C.C(O)(=O)C. The product is [CH2:19]([O:18][C:16](=[O:17])[CH:15]([CH2:21][C:22]1[CH:23]=[CH:24][CH:25]=[CH:26][CH:27]=1)[CH2:14][NH:35][CH2:34][C:33]1[CH:36]=[CH:37][C:30]([F:29])=[CH:31][CH:32]=1)[CH3:20]. The yield is 0.440.